From a dataset of Full USPTO retrosynthesis dataset with 1.9M reactions from patents (1976-2016). Predict the reactants needed to synthesize the given product. (1) Given the product [CH:30]1([C:27]2[CH:28]=[CH:29][C:24]([CH2:23][O:22][C:18]3[CH:17]=[C:16]4[C:21](=[CH:20][CH:19]=3)[N:13]([C:11](=[O:12])[CH2:10][NH:9][CH2:8][CH2:7][C:6]([OH:43])=[O:5])[CH2:14][CH2:15]4)=[C:25]([F:35])[CH:26]=2)[CH2:34][CH2:33][CH2:32][CH2:31]1, predict the reactants needed to synthesize it. The reactants are: C([O:5][C:6](=[O:43])[CH2:7][CH2:8][N:9](C(OC(C)(C)C)=O)[CH2:10][C:11]([N:13]1[C:21]2[C:16](=[CH:17][C:18]([O:22][CH2:23][C:24]3[CH:29]=[CH:28][C:27]([CH:30]4[CH2:34][CH2:33][CH2:32][CH2:31]4)=[CH:26][C:25]=3[F:35])=[CH:19][CH:20]=2)[CH2:15][CH2:14]1)=[O:12])(C)(C)C.C(O)(C(F)(F)F)=O. (2) The reactants are: [Cl:1][C:2]1[N:7]=[C:6]([C:8]([O:10][CH3:11])=[O:9])[CH:5]=[C:4](Cl)[N:3]=1.[C:13]([O-])([O-])=[O:14].[K+].[K+]. Given the product [Cl:1][C:2]1[N:7]=[C:6]([C:8]([O:10][CH3:11])=[O:9])[CH:5]=[C:4]([O:14][CH3:13])[N:3]=1, predict the reactants needed to synthesize it. (3) Given the product [C:3]([O:7][C:8]([NH:10][C@@H:11]([CH2:15][O:16][C:18]1[CH:23]=[CH:22][CH:21]=[CH:20][C:19]=1[N+:24]([O-:26])=[O:25])[C:12]([OH:14])=[O:13])=[O:9])([CH3:6])([CH3:5])[CH3:4], predict the reactants needed to synthesize it. The reactants are: [H-].[Na+].[C:3]([O:7][C:8]([NH:10][C@@H:11]([CH2:15][OH:16])[C:12]([OH:14])=[O:13])=[O:9])([CH3:6])([CH3:5])[CH3:4].F[C:18]1[CH:23]=[CH:22][CH:21]=[CH:20][C:19]=1[N+:24]([O-:26])=[O:25]. (4) Given the product [CH3:19][O:18][C:16](=[O:17])[C:15]1[CH:20]=[CH:21][C:12]([O:3][C:4]2([C:7]([O:9][CH3:10])=[O:8])[CH2:6][CH2:5]2)=[C:13]([N+:22]([O-:24])=[O:23])[CH:14]=1, predict the reactants needed to synthesize it. The reactants are: [H-].[Na+].[OH:3][C:4]1([C:7]([O:9][CH3:10])=[O:8])[CH2:6][CH2:5]1.F[C:12]1[CH:21]=[CH:20][C:15]([C:16]([O:18][CH3:19])=[O:17])=[CH:14][C:13]=1[N+:22]([O-:24])=[O:23].[Cl-].[NH4+].